Dataset: Catalyst prediction with 721,799 reactions and 888 catalyst types from USPTO. Task: Predict which catalyst facilitates the given reaction. (1) Reactant: Br[C:2]1[C:10]2[C:5](=[CH:6][CH:7]=[C:8]([C:11]#[N:12])[CH:9]=2)[N:4](C(OC(C)(C)C)=O)[N:3]=1.C([Sn](CCCC)(CCCC)[C:25]1[CH:30]=[CH:29][CH:28]=[CH:27][CH:26]=1)CCC. Product: [C:25]1([C:2]2[C:10]3[C:5](=[CH:6][CH:7]=[C:8]([C:11]#[N:12])[CH:9]=3)[NH:4][N:3]=2)[CH:30]=[CH:29][CH:28]=[CH:27][CH:26]=1. The catalyst class is: 427. (2) Reactant: [Cl:1][C:2]1[CH:7]=[C:6](Cl)[CH:5]=[C:4]([Cl:9])[N:3]=1.[O:10]1[CH2:15][CH2:14][CH:13]([C:16]#[N:17])[CH2:12][CH2:11]1.C[Si]([N-][Si](C)(C)C)(C)C.[Li+]. Product: [Cl:1][C:2]1[CH:7]=[C:6]([C:13]2([C:16]#[N:17])[CH2:14][CH2:15][O:10][CH2:11][CH2:12]2)[CH:5]=[C:4]([Cl:9])[N:3]=1. The catalyst class is: 1. (3) Reactant: Cl.Cl.[CH:3]([N:6]1[CH2:11][CH2:10][CH:9]([O:12][CH:13]2[CH2:18][CH2:17][NH:16][CH2:15][CH2:14]2)[CH2:8][CH2:7]1)([CH3:5])[CH3:4].[CH3:19][C:20]([C:22]1[CH:27]=[CH:26][C:25](F)=[CH:24][CH:23]=1)=[O:21].C(=O)([O-])[O-].[K+].[K+]. Product: [CH3:4][CH:3]([N:6]1[CH2:11][CH2:10][CH:9]([O:12][CH:13]2[CH2:18][CH2:17][N:16]([C:25]3[CH:26]=[CH:27][C:22]([C:20](=[O:21])[CH3:19])=[CH:23][CH:24]=3)[CH2:15][CH2:14]2)[CH2:8][CH2:7]1)[CH3:5]. The catalyst class is: 10.